This data is from NCI-60 drug combinations with 297,098 pairs across 59 cell lines. The task is: Regression. Given two drug SMILES strings and cell line genomic features, predict the synergy score measuring deviation from expected non-interaction effect. (1) Drug 1: CC1C(C(=O)NC(C(=O)N2CCCC2C(=O)N(CC(=O)N(C(C(=O)O1)C(C)C)C)C)C(C)C)NC(=O)C3=C4C(=C(C=C3)C)OC5=C(C(=O)C(=C(C5=N4)C(=O)NC6C(OC(=O)C(N(C(=O)CN(C(=O)C7CCCN7C(=O)C(NC6=O)C(C)C)C)C)C(C)C)C)N)C. Drug 2: CC1=C(C(=O)C2=C(C1=O)N3CC4C(C3(C2COC(=O)N)OC)N4)N. Cell line: MDA-MB-435. Synergy scores: CSS=25.5, Synergy_ZIP=-2.63, Synergy_Bliss=0.554, Synergy_Loewe=0.184, Synergy_HSA=0.175. (2) Drug 1: C1C(C(OC1N2C=C(C(=O)NC2=O)F)CO)O. Drug 2: C1=CC=C(C(=C1)C(C2=CC=C(C=C2)Cl)C(Cl)Cl)Cl. Cell line: NCI-H226. Synergy scores: CSS=9.87, Synergy_ZIP=-1.48, Synergy_Bliss=0.475, Synergy_Loewe=-17.0, Synergy_HSA=-3.56. (3) Drug 1: C1=CC=C(C(=C1)C(C2=CC=C(C=C2)Cl)C(Cl)Cl)Cl. Drug 2: CCCCCOC(=O)NC1=NC(=O)N(C=C1F)C2C(C(C(O2)C)O)O. Cell line: SR. Synergy scores: CSS=0.00250, Synergy_ZIP=-1.22, Synergy_Bliss=-4.86, Synergy_Loewe=-8.22, Synergy_HSA=-5.46. (4) Drug 1: CC1=C2C(C(=O)C3(C(CC4C(C3C(C(C2(C)C)(CC1OC(=O)C(C(C5=CC=CC=C5)NC(=O)OC(C)(C)C)O)O)OC(=O)C6=CC=CC=C6)(CO4)OC(=O)C)OC)C)OC. Drug 2: CC(CN1CC(=O)NC(=O)C1)N2CC(=O)NC(=O)C2. Cell line: HCT116. Synergy scores: CSS=70.4, Synergy_ZIP=3.36, Synergy_Bliss=2.86, Synergy_Loewe=-1.79, Synergy_HSA=8.70. (5) Drug 1: CC1=C2C(C(=O)C3(C(CC4C(C3C(C(C2(C)C)(CC1OC(=O)C(C(C5=CC=CC=C5)NC(=O)OC(C)(C)C)O)O)OC(=O)C6=CC=CC=C6)(CO4)OC(=O)C)OC)C)OC. Drug 2: C1=CC(=CC=C1CCC2=CNC3=C2C(=O)NC(=N3)N)C(=O)NC(CCC(=O)O)C(=O)O. Cell line: HCT116. Synergy scores: CSS=67.0, Synergy_ZIP=-0.576, Synergy_Bliss=-1.95, Synergy_Loewe=0.436, Synergy_HSA=4.71.